The task is: Predict the reaction yield, written as a fraction of the theoretical maximum amount of product (1.0 means a 100% yield; for example, 0.34 means a 34% yield).. This data is from Reaction yield outcomes from USPTO patents with 853,638 reactions. The yield is 0.720. The product is [C:1]1([C:7]2[N:12]3[N:13]=[C:14]([NH:16][C:17]4[CH:18]=[CH:19][C:20]([C:21]([NH:26][CH:27]5[CH2:28][CH2:29][N:30]([C:33]([O:35][C:36]([CH3:39])([CH3:38])[CH3:37])=[O:34])[CH2:31][CH2:32]5)=[O:22])=[CH:24][CH:25]=4)[N:15]=[C:11]3[CH:10]=[CH:9][CH:8]=2)[CH:2]=[CH:3][CH:4]=[CH:5][CH:6]=1. The reactants are [C:1]1([C:7]2[N:12]3[N:13]=[C:14]([NH:16][C:17]4[CH:25]=[CH:24][C:20]([C:21](O)=[O:22])=[CH:19][CH:18]=4)[N:15]=[C:11]3[CH:10]=[CH:9][CH:8]=2)[CH:6]=[CH:5][CH:4]=[CH:3][CH:2]=1.[NH2:26][CH:27]1[CH2:32][CH2:31][N:30]([C:33]([O:35][C:36]([CH3:39])([CH3:38])[CH3:37])=[O:34])[CH2:29][CH2:28]1.CN(C(ON1N=NC2C=CC=NC1=2)=[N+](C)C)C.F[P-](F)(F)(F)(F)F.CN1CCOCC1. The catalyst is CN(C)C=O.O.